Predict the reactants needed to synthesize the given product. From a dataset of Full USPTO retrosynthesis dataset with 1.9M reactions from patents (1976-2016). (1) The reactants are: [NH:1]1[C:9]2[C:4](=[CH:5][CH:6]=[CH:7][CH:8]=2)[C:3]2([C:21]3[C:12](=[CH:13][C:14]4[O:19][CH2:18][CH2:17][O:16][C:15]=4[CH:20]=3)[O:11][CH2:10]2)[C:2]1=[O:22].Br[CH2:24][CH:25]1[CH2:30][CH2:29][O:28][CH2:27][CH2:26]1.BrCC1CCCCO1. Given the product [O:28]1[CH2:29][CH2:30][CH:25]([CH2:24][N:1]2[C:9]3[C:4](=[CH:5][CH:6]=[CH:7][CH:8]=3)[C:3]3([C:21]4[C:12](=[CH:13][C:14]5[O:19][CH2:18][CH2:17][O:16][C:15]=5[CH:20]=4)[O:11][CH2:10]3)[C:2]2=[O:22])[CH2:26][CH2:27]1, predict the reactants needed to synthesize it. (2) Given the product [CH:2]1([CH2:5][O:6][C:7]2[CH:12]=[CH:11][C:10]([F:13])=[CH:9][C:8]=2[C:14]2[C:15]3[NH:22][C:21]([CH3:23])=[C:20]([C:24]([NH:26][C@@H:27]4[CH2:31][CH2:30][N:29]([C:37](=[O:38])[C@@H:36]([OH:35])[CH3:40])[CH2:28]4)=[O:25])[C:16]=3[N:17]=[CH:18][N:19]=2)[CH2:4][CH2:3]1, predict the reactants needed to synthesize it. The reactants are: Cl.[CH:2]1([CH2:5][O:6][C:7]2[CH:12]=[CH:11][C:10]([F:13])=[CH:9][C:8]=2[C:14]2[C:15]3[NH:22][C:21]([CH3:23])=[C:20]([C:24]([NH:26][C@@H:27]4[CH2:31][CH2:30][NH:29][CH2:28]4)=[O:25])[C:16]=3[N:17]=[CH:18][N:19]=2)[CH2:4][CH2:3]1.C([O:35][C@@H:36]([CH3:40])[C:37](Cl)=[O:38])(=O)C. (3) The reactants are: CCN(CC)CC.[CH2:8]([OH:12])[CH2:9][C:10]#[CH:11].[Cl:13][C:14]1[N:22]=[C:21](I)[N:20]=[C:19]2[C:15]=1[N:16]=[CH:17][N:18]2[CH3:24]. Given the product [Cl:13][C:14]1[N:22]=[C:21]([C:11]#[C:10][CH2:9][CH2:8][OH:12])[N:20]=[C:19]2[C:15]=1[N:16]=[CH:17][N:18]2[CH3:24], predict the reactants needed to synthesize it. (4) Given the product [CH:1]1([C:7]2[C:8]3[CH:9]=[CH:10][C:11]([C:31]([NH:32][S:33]([N:36]([CH3:38])[CH3:37])(=[O:35])=[O:34])=[O:39])=[CH:12][C:13]=3[N:14]3[CH2:20][C:19]([C:21]([N:46]([CH2:45][CH2:44][N:43]([CH3:48])[CH3:42])[CH3:47])=[O:22])=[CH:18][C:17]4[CH:25]=[C:26]([O:29][CH3:30])[CH:27]=[CH:28][C:16]=4[C:15]=23)[CH2:2][CH2:3][CH2:4][CH2:5][CH2:6]1, predict the reactants needed to synthesize it. The reactants are: [CH:1]1([C:7]2[C:8]3[CH:9]=[CH:10][C:11]([C:31](=[O:39])[NH:32][S:33]([N:36]([CH3:38])[CH3:37])(=[O:35])=[O:34])=[CH:12][C:13]=3[N:14]3[CH2:20][C:19]([C:21](OC)=[O:22])=[CH:18][C:17]4[CH:25]=[C:26]([O:29][CH3:30])[CH:27]=[CH:28][C:16]=4[C:15]=23)[CH2:6][CH2:5][CH2:4][CH2:3][CH2:2]1.[OH-].[Na+].[CH3:42][N:43]([CH3:48])[CH2:44][CH2:45][NH:46][CH3:47].CN(C(ON1N=NC2C=CC=NC1=2)=[N+](C)C)C.F[P-](F)(F)(F)(F)F. (5) Given the product [ClH:17].[N:12]1[CH:13]=[CH:14][N:15]=[CH:16][C:11]=1[C:6]1[C:7](=[O:9])[NH:8][C:3](=[O:2])[NH:4][CH:5]=1, predict the reactants needed to synthesize it. The reactants are: C[O:2][C:3]1[N:8]=[C:7]([O:9]C)[C:6]([C:11]2[CH:16]=[N:15][CH:14]=[CH:13][N:12]=2)=[CH:5][N:4]=1.[ClH:17]. (6) Given the product [CH3:1][O:2][C:3]1[N:4]=[CH:5][C:6]([C:9]([Cl:15])=[O:11])=[N:7][CH:8]=1, predict the reactants needed to synthesize it. The reactants are: [CH3:1][O:2][C:3]1[N:4]=[CH:5][C:6]([C:9]([OH:11])=O)=[N:7][CH:8]=1.C(Cl)(=O)C([Cl:15])=O.CN(C)C=O.C1(C)C=CC=CC=1. (7) The reactants are: [C:1]1(=[O:6])[O:5][CH2:4][CH2:3][CH2:2]1.[CH3:7][O:8][CH:9]([O:12][CH3:13])[CH2:10][NH2:11]. Given the product [CH3:7][O:8][CH:9]([O:12][CH3:13])[CH2:10][NH:11][C:1](=[O:6])[CH2:2][CH2:3][CH2:4][OH:5], predict the reactants needed to synthesize it. (8) Given the product [CH2:1]([O:3][C:4]1[CH:17]=[CH:16][C:7]2[N:8]=[C:9]([S:11][CH2:12][C:13]([NH:21][CH2:18][CH2:19][CH3:20])=[O:15])[S:10][C:6]=2[CH:5]=1)[CH3:2], predict the reactants needed to synthesize it. The reactants are: [CH2:1]([O:3][C:4]1[CH:17]=[CH:16][C:7]2[N:8]=[C:9]([S:11][CH2:12][C:13]([OH:15])=O)[S:10][C:6]=2[CH:5]=1)[CH3:2].[CH2:18]([NH2:21])[CH2:19][CH3:20].C1C=CC2N(O)N=NC=2C=1.C(Cl)CCl.